From a dataset of Catalyst prediction with 721,799 reactions and 888 catalyst types from USPTO. Predict which catalyst facilitates the given reaction. (1) Reactant: Br[C:2]1[CH:7]=[CH:6][C:5]([S:8]([NH:11][C:12]2[CH:17]=[C:16]([N:18]3[CH2:23][C@H:22]([CH3:24])[NH:21][C@H:20]([CH3:25])[CH2:19]3)[CH:15]=[CH:14][C:13]=2[O:26][CH3:27])(=[O:10])=[O:9])=[C:4]([Cl:28])[CH:3]=1.[CH3:29][C:30]1[O:34][C:33](B(O)O)=[CH:32][CH:31]=1.CC(C)([O-])C.[K+]. Product: [Cl:28][C:4]1[CH:3]=[C:2]([C:33]2[O:34][C:30]([CH3:29])=[CH:31][CH:32]=2)[CH:7]=[CH:6][C:5]=1[S:8]([NH:11][C:12]1[CH:17]=[C:16]([N:18]2[CH2:23][C@H:22]([CH3:24])[NH:21][C@H:20]([CH3:25])[CH2:19]2)[CH:15]=[CH:14][C:13]=1[O:26][CH3:27])(=[O:10])=[O:9]. The catalyst class is: 108. (2) Reactant: CS(C)=O.F[C:6]1[CH:13]=[CH:12][C:9]([C:10]#[N:11])=[C:8]([C:14]([F:17])([F:16])[F:15])[CH:7]=1.C(=O)([O-])[O-].[Cs+].[Cs+].[CH:24]1([CH2:27][NH:28][CH2:29][CH2:30][CH3:31])[CH2:26][CH2:25]1. Product: [CH:24]1([CH2:27][N:28]([CH2:29][CH2:30][CH3:31])[C:6]2[CH:13]=[CH:12][C:9]([C:10]#[N:11])=[C:8]([C:14]([F:17])([F:16])[F:15])[CH:7]=2)[CH2:26][CH2:25]1. The catalyst class is: 6. (3) Reactant: [CH3:1][C:2]12[C:14]3[C:6](=[CH:7][C:8]([NH2:15])=[CH:9][C:10]=3[CH2:11][CH2:12][CH2:13]1)[CH2:5][CH2:4][CH2:3]2.C1C=CC=CC=1.Cl[S:23]([C:26]1[CH:34]=[CH:33][C:29]([C:30]([OH:32])=[O:31])=[CH:28][CH:27]=1)(=[O:25])=[O:24].Cl. Product: [CH3:1][C:2]12[C:14]3[C:6](=[CH:7][C:8]([NH:15][S:23]([C:26]4[CH:27]=[CH:28][C:29]([C:30]([OH:32])=[O:31])=[CH:33][CH:34]=4)(=[O:25])=[O:24])=[CH:9][C:10]=3[CH2:11][CH2:12][CH2:13]1)[CH2:5][CH2:4][CH2:3]2. The catalyst class is: 537. (4) Reactant: [C:1]([C:5]1[NH:9][C:8](=[O:10])[N:7]([C:11]2[CH:16]=[CH:15][C:14]([O:17][C:18]3[CH:23]=[CH:22][N:21]=[C:20]([C:24]4[CH:25]=[N:26][N:27]([CH2:29][CH2:30][O:31]C5CCCCO5)[CH:28]=4)[CH:19]=3)=[C:13]([CH3:38])[N:12]=2)[N:6]=1)([CH3:4])([CH3:3])[CH3:2].Cl.C([O-])(O)=O.[Na+]. Product: [C:1]([C:5]1[NH:9][C:8](=[O:10])[N:7]([C:11]2[CH:16]=[CH:15][C:14]([O:17][C:18]3[CH:23]=[CH:22][N:21]=[C:20]([C:24]4[CH:25]=[N:26][N:27]([CH2:29][CH2:30][OH:31])[CH:28]=4)[CH:19]=3)=[C:13]([CH3:38])[N:12]=2)[N:6]=1)([CH3:4])([CH3:3])[CH3:2]. The catalyst class is: 144. (5) Reactant: [NH2:1][C:2]1[CH:3]=[C:4]([CH2:8][CH2:9][CH2:10][N:11]2[C:19](=[O:20])[C:18]3[C:13](=[CH:14][CH:15]=[CH:16][CH:17]=3)[C:12]2=[O:21])[CH:5]=[CH:6][CH:7]=1.[CH2:22]([C:25]1([CH2:28][CH2:29][CH3:30])[CH2:27][O:26]1)[CH2:23][CH3:24]. Product: [OH:26][C:25]([CH2:28][CH2:29][CH3:30])([CH2:22][CH2:23][CH3:24])[CH2:27][NH:1][C:2]1[CH:3]=[C:4]([CH2:8][CH2:9][CH2:10][N:11]2[C:19](=[O:20])[C:18]3[C:13](=[CH:14][CH:15]=[CH:16][CH:17]=3)[C:12]2=[O:21])[CH:5]=[CH:6][CH:7]=1. The catalyst class is: 88. (6) Reactant: C(C1C(=O)OC(C2C=CC(C(F)(F)F)=CC=2)=N1)(C)C.[CH2:20]([O:22][C:23](=[O:44])[CH:24]([C:26]1[O:30][C:29]([C:31]2[CH:36]=[CH:35][C:34]([C:37]([F:40])([F:39])[F:38])=[CH:33][CH:32]=2)=[N:28][C:27]=1[CH:41]([CH3:43])[CH3:42])[CH3:25])[CH3:21].CCOC(C(C)=P(C1C=CC=CC=1)(C1C=CC=CC=1)C1C=CC=CC=1)=O. Product: [CH2:20]([O:22][C:23](=[O:44])[CH:24]([C:26]1[O:30][C:29]([C:31]2[CH:36]=[CH:35][C:34]([C:37]([F:39])([F:40])[F:38])=[CH:33][CH:32]=2)=[N:28][C:27]=1[CH:41]([CH3:43])[CH3:42])[CH3:25])[CH3:21]. The catalyst class is: 11. (7) Reactant: [CH3:1][CH:2]([CH3:17])[CH2:3][N:4]1[C:16]2[C:15]3[CH:14]=[CH:13][CH:12]=[CH:11][C:10]=3[N:9]=[CH:8][C:7]=2[N:6]=[CH:5]1.C([Li])CCC.CN([CH:26]=[O:27])C. Product: [CH3:1][CH:2]([CH3:17])[CH2:3][N:4]1[C:16]2[C:15]3[CH:14]=[CH:13][CH:12]=[CH:11][C:10]=3[N:9]=[CH:8][C:7]=2[N:6]=[C:5]1[CH:26]=[O:27]. The catalyst class is: 7.